Dataset: Forward reaction prediction with 1.9M reactions from USPTO patents (1976-2016). Task: Predict the product of the given reaction. Given the reactants Br[C:2]1[CH:7]=[CH:6][C:5]([Br:8])=[CH:4][N:3]=1.C(N(CC)C(C)C)(C)C.[N:18]1([C:24]([O:26][C:27]([CH3:30])([CH3:29])[CH3:28])=[O:25])[CH2:23][CH2:22][NH:21][CH2:20][CH2:19]1, predict the reaction product. The product is: [Br:8][C:5]1[CH:6]=[CH:7][C:2]([N:21]2[CH2:20][CH2:19][N:18]([C:24]([O:26][C:27]([CH3:30])([CH3:29])[CH3:28])=[O:25])[CH2:23][CH2:22]2)=[N:3][CH:4]=1.